This data is from Retrosynthesis with 50K atom-mapped reactions and 10 reaction types from USPTO. The task is: Predict the reactants needed to synthesize the given product. Given the product CC(C)(C)OC(=O)N1[C@@H](CN2CCC(C(=O)c3ccc(Cl)cc3)CC2)COC1(C)C, predict the reactants needed to synthesize it. The reactants are: CC(C)(C)OC(=O)N1[C@@H](C=O)COC1(C)C.O=C(c1ccc(Cl)cc1)C1CCNCC1.